Dataset: NCI-60 drug combinations with 297,098 pairs across 59 cell lines. Task: Regression. Given two drug SMILES strings and cell line genomic features, predict the synergy score measuring deviation from expected non-interaction effect. (1) Drug 1: C1CC(C1)(C(=O)O)C(=O)O.[NH2-].[NH2-].[Pt+2]. Drug 2: CNC(=O)C1=NC=CC(=C1)OC2=CC=C(C=C2)NC(=O)NC3=CC(=C(C=C3)Cl)C(F)(F)F. Cell line: A498. Synergy scores: CSS=-0.558, Synergy_ZIP=0.744, Synergy_Bliss=0.679, Synergy_Loewe=-1.55, Synergy_HSA=-0.818. (2) Drug 1: CC1=C(C=C(C=C1)NC2=NC=CC(=N2)N(C)C3=CC4=NN(C(=C4C=C3)C)C)S(=O)(=O)N.Cl. Drug 2: COC1=NC(=NC2=C1N=CN2C3C(C(C(O3)CO)O)O)N. Cell line: DU-145. Synergy scores: CSS=-2.40, Synergy_ZIP=2.82, Synergy_Bliss=0.975, Synergy_Loewe=-0.749, Synergy_HSA=-1.54. (3) Drug 1: CCCS(=O)(=O)NC1=C(C(=C(C=C1)F)C(=O)C2=CNC3=C2C=C(C=N3)C4=CC=C(C=C4)Cl)F. Drug 2: CCC1=CC2CC(C3=C(CN(C2)C1)C4=CC=CC=C4N3)(C5=C(C=C6C(=C5)C78CCN9C7C(C=CC9)(C(C(C8N6C)(C(=O)OC)O)OC(=O)C)CC)OC)C(=O)OC.C(C(C(=O)O)O)(C(=O)O)O. Cell line: MDA-MB-435. Synergy scores: CSS=85.0, Synergy_ZIP=16.3, Synergy_Bliss=16.2, Synergy_Loewe=6.35, Synergy_HSA=20.3. (4) Drug 1: CC(C)(C#N)C1=CC(=CC(=C1)CN2C=NC=N2)C(C)(C)C#N. Drug 2: CCC1=C2CN3C(=CC4=C(C3=O)COC(=O)C4(CC)O)C2=NC5=C1C=C(C=C5)O. Cell line: A549. Synergy scores: CSS=11.2, Synergy_ZIP=-1.94, Synergy_Bliss=-0.424, Synergy_Loewe=-30.2, Synergy_HSA=-5.00. (5) Drug 1: CC1=C(C=C(C=C1)C(=O)NC2=CC(=CC(=C2)C(F)(F)F)N3C=C(N=C3)C)NC4=NC=CC(=N4)C5=CN=CC=C5. Drug 2: COC1=C2C(=CC3=C1OC=C3)C=CC(=O)O2. Cell line: UACC-257. Synergy scores: CSS=-2.26, Synergy_ZIP=0.922, Synergy_Bliss=0.918, Synergy_Loewe=-0.751, Synergy_HSA=-0.906. (6) Drug 2: CN(CC1=CN=C2C(=N1)C(=NC(=N2)N)N)C3=CC=C(C=C3)C(=O)NC(CCC(=O)O)C(=O)O. Synergy scores: CSS=24.4, Synergy_ZIP=-4.78, Synergy_Bliss=-2.01, Synergy_Loewe=-4.23, Synergy_HSA=-1.42. Cell line: TK-10. Drug 1: CC1=C(N=C(N=C1N)C(CC(=O)N)NCC(C(=O)N)N)C(=O)NC(C(C2=CN=CN2)OC3C(C(C(C(O3)CO)O)O)OC4C(C(C(C(O4)CO)O)OC(=O)N)O)C(=O)NC(C)C(C(C)C(=O)NC(C(C)O)C(=O)NCCC5=NC(=CS5)C6=NC(=CS6)C(=O)NCCC[S+](C)C)O. (7) Drug 1: C1C(C(OC1N2C=C(C(=O)NC2=O)F)CO)O. Drug 2: CC(C)CN1C=NC2=C1C3=CC=CC=C3N=C2N. Cell line: ACHN. Synergy scores: CSS=24.0, Synergy_ZIP=-9.23, Synergy_Bliss=-5.39, Synergy_Loewe=-15.6, Synergy_HSA=-3.45.